The task is: Predict the reaction yield, written as a fraction of the theoretical maximum amount of product (1.0 means a 100% yield; for example, 0.34 means a 34% yield).. This data is from Reaction yield outcomes from USPTO patents with 853,638 reactions. (1) The reactants are [C:1]([C:4]1[CH:27]=[CH:26][C:7]([O:8][CH2:9][C:10]2[CH:25]=[CH:24][C:13]([C:14]([C:16]3[CH:17]=[N:18][CH:19]=[C:20]([CH:23]=3)[C:21]#[N:22])=[O:15])=[CH:12][CH:11]=2)=[C:6]([CH2:28][CH2:29][CH3:30])[C:5]=1[OH:31])(=[O:3])[CH3:2].[N-:32]=[N+:33]=[N-:34].[Na+].Cl.C(N(CC)CC)C. No catalyst specified. The product is [OH:31][C:5]1[C:6]([CH2:28][CH2:29][CH3:30])=[C:7]([O:8][CH2:9][C:10]2[CH:11]=[CH:12][C:13]([C:14]([C:16]3[CH:17]=[N:18][CH:19]=[C:20]([C:21]4[N:32]=[N:33][NH:34][N:22]=4)[CH:23]=3)=[O:15])=[CH:24][CH:25]=2)[CH:26]=[CH:27][C:4]=1[C:1](=[O:3])[CH3:2]. The yield is 0.660. (2) The reactants are [CH3:1][CH:2]1[C:11]2[C:6](=[C:7]([CH3:16])[CH:8]=[C:9]([C:13]([OH:15])=[O:14])[C:10]=2[CH3:12])S[CH2:4][CH2:3]1.OO.[S:19]([O-:22])(O)=[O:20].[Na+]. The catalyst is C(O)(=O)C. The product is [CH3:1][CH:2]1[C:11]2[C:6](=[C:7]([CH3:16])[CH:8]=[C:9]([C:13]([OH:15])=[O:14])[C:10]=2[CH3:12])[S:19](=[O:22])(=[O:20])[CH2:4][CH2:3]1. The yield is 0.980.